This data is from Forward reaction prediction with 1.9M reactions from USPTO patents (1976-2016). The task is: Predict the product of the given reaction. Given the reactants CS(O)(=O)=O.C1(O)C=CC=CC=1.[O:13]=[C:14]1[NH:18][C@H:17]([C:19]([NH:21][C@H:22]([C:29]([NH:31][C@H:32]([C:43]([NH:45][C@H:46]([C:49]([NH:51][C@H:52]([C:61]([NH:63][C@@H:64]([C:69]([NH:71][C@H:72]([C:77]([NH:79][C@H:80]([C:99]([N:101]2[CH2:110][CH2:109][CH2:108][C@H:102]2[C:103]([NH:105][CH2:106][CH3:107])=[O:104])=[O:100])[CH2:81][CH2:82][CH2:83][NH:84][C:85](=[NH:98])[NH:86]S(C2C=CC(OC)=CC=2)(=O)=O)=[O:78])[CH2:73][CH:74]([CH3:76])[CH3:75])=[O:70])[CH2:65][CH:66]([CH3:68])[CH3:67])=[O:62])[CH2:53][C:54]2[CH:59]=[CH:58][C:57]([OH:60])=[CH:56][CH:55]=2)=[O:50])[CH2:47][OH:48])=[O:44])[CH2:33][C:34]2[C:42]3[C:37](=[CH:38][CH:39]=[CH:40][CH:41]=3)[NH:36][CH:35]=2)=[O:30])[CH2:23][C:24]2[N:28]=[CH:27][NH:26][CH:25]=2)=[O:20])[CH2:16][CH2:15]1.C(=O)([O-])[O-].[K+].[K+], predict the reaction product. The product is: [CH3:107][CH2:106][NH:105][C:103]([C@H:102]1[N:101]([C:99]([C@@H:80]([NH:79][C:77]([C@@H:72]([NH:71][C:69]([C@H:64]([NH:63][C:61]([C@@H:52]([NH:51][C:49]([C@@H:46]([NH:45][C:43]([C@@H:32]([NH:31][C:29]([C@@H:22]([NH:21][C:19]([C@H:17]2[NH:18][C:14](=[O:13])[CH2:15][CH2:16]2)=[O:20])[CH2:23][C:24]2[N:28]=[CH:27][NH:26][CH:25]=2)=[O:30])[CH2:33][C:34]2[C:42]3[CH:41]=[CH:40][CH:39]=[CH:38][C:37]=3[NH:36][CH:35]=2)=[O:44])[CH2:47][OH:48])=[O:50])[CH2:53][C:54]2[CH:55]=[CH:56][C:57]([OH:60])=[CH:58][CH:59]=2)=[O:62])[CH2:65][CH:66]([CH3:68])[CH3:67])=[O:70])[CH2:73][CH:74]([CH3:76])[CH3:75])=[O:78])[CH2:81][CH2:82][CH2:83][NH:84][C:85]([NH2:98])=[NH:86])=[O:100])[CH2:110][CH2:109][CH2:108]1)=[O:104].